From a dataset of Reaction yield outcomes from USPTO patents with 853,638 reactions. Predict the reaction yield, written as a fraction of the theoretical maximum amount of product (1.0 means a 100% yield; for example, 0.34 means a 34% yield). (1) The reactants are [Cl:1][C:2]1[CH:10]=[C:9]2[C:5]([C:6]([C:11]([O:13][CH3:14])=[O:12])=[CH:7][NH:8]2)=[CH:4][C:3]=1B1OCC(C)(C)CO1.Br[C:24]1[CH:29]=[CH:28][C:27]([C:30]2([OH:34])[CH2:33][CH2:32][CH2:31]2)=[C:26]([F:35])[CH:25]=1.C(=O)([O-])[O-].[K+].[K+].C1(C)C=CC=CC=1. The catalyst is C(OCC)(=O)C.C1C=CC(P(C2C=CC=CC=2)[C-]2C=CC=C2)=CC=1.C1C=CC(P(C2C=CC=CC=2)[C-]2C=CC=C2)=CC=1.Cl[Pd]Cl.[Fe+2].ClCCl.C(O)C. The product is [Cl:1][C:2]1[CH:10]=[C:9]2[C:5]([C:6]([C:11]([O:13][CH3:14])=[O:12])=[CH:7][NH:8]2)=[CH:4][C:3]=1[C:24]1[CH:29]=[CH:28][C:27]([C:30]2([OH:34])[CH2:31][CH2:32][CH2:33]2)=[C:26]([F:35])[CH:25]=1. The yield is 0.560. (2) The reactants are [OH:1][C:2]1[CH:7]=[CH:6][C:5]([C:8]2[O:12][C:11]([CH3:14])([CH3:13])[C:10](=[O:15])[C:9]=2[C:16]2[CH:21]=[CH:20][N:19]=[CH:18][CH:17]=2)=[CH:4][CH:3]=1.C([O-])([O-])=O.[K+].[K+].Cl[CH2:29][C:30]1[CH:39]=[CH:38][C:37]2[C:32](=[CH:33][CH:34]=[CH:35][CH:36]=2)[N:31]=1. The catalyst is CN(C=O)C. The product is [CH3:14][C:11]1([CH3:13])[C:10](=[O:15])[C:9]([C:16]2[CH:21]=[CH:20][N:19]=[CH:18][CH:17]=2)=[C:8]([C:5]2[CH:4]=[CH:3][C:2]([O:1][CH2:29][C:30]3[CH:39]=[CH:38][C:37]4[C:32](=[CH:33][CH:34]=[CH:35][CH:36]=4)[N:31]=3)=[CH:7][CH:6]=2)[O:12]1. The yield is 0.570. (3) The reactants are ClC(Cl)(Cl)CO[C:5](=[O:26])[NH:6][C:7]1[N:8]([C:16]2[CH:21]=[C:20]([O:22][CH2:23][CH2:24][OH:25])[N:19]=[N:18][CH:17]=2)[N:9]=[C:10]([C:12]([CH3:15])([CH3:14])[CH3:13])[CH:11]=1.[CH3:29][C@H:30]1[CH2:35][CH2:34][CH2:33][CH2:32][N:31]1[C:36]1[N:40]2[CH:41]=[C:42]([O:45][C@H:46]3[C:55]4[C:50](=[CH:51][CH:52]=[CH:53][CH:54]=4)[C@@H:49]([NH2:56])[CH2:48][CH2:47]3)[CH:43]=[CH:44][C:39]2=[N:38][N:37]=1.CCN(C(C)C)C(C)C. The catalyst is CC1CCCO1. The product is [C:12]([C:10]1[CH:11]=[C:7]([NH:6][C:5]([NH:56][C@@H:49]2[C:50]3[C:55](=[CH:54][CH:53]=[CH:52][CH:51]=3)[C@H:46]([O:45][C:42]3[CH:43]=[CH:44][C:39]4[N:40]([C:36]([N:31]5[CH2:32][CH2:33][CH2:34][CH2:35][C@@H:30]5[CH3:29])=[N:37][N:38]=4)[CH:41]=3)[CH2:47][CH2:48]2)=[O:26])[N:8]([C:16]2[CH:21]=[C:20]([O:22][CH2:23][CH2:24][OH:25])[N:19]=[N:18][CH:17]=2)[N:9]=1)([CH3:13])([CH3:14])[CH3:15]. The yield is 0.980. (4) The reactants are [N+:29]([C:26]1[CH:27]=[CH:28][C:23]([O:22]P([O:22][C:23]2[CH:28]=[CH:27][C:26]([N+:29]([O-:31])=[O:30])=[CH:25][CH:24]=2)[O:22][C:23]2[CH:28]=[CH:27][C:26]([N+:29]([O-:31])=[O:30])=[CH:25][CH:24]=2)=[CH:24][CH:25]=1)([O-:31])=[O:30].[OH:32][C:33]1[CH:41]=[C:40]([O:42][CH3:43])[C:39]([O:44][CH3:45])=[CH:38][C:34]=1[C:35](O)=[O:36].OS(O)(=O)=O.CO. The catalyst is C1(C)C=CC=CC=1. The product is [N+:29]([C:26]1[CH:25]=[CH:24][C:23]([O:22][C:35](=[O:36])[C:34]2[CH:38]=[C:39]([O:44][CH3:45])[C:40]([O:42][CH3:43])=[CH:41][C:33]=2[OH:32])=[CH:28][CH:27]=1)([O-:31])=[O:30]. The yield is 0.600. (5) The reactants are [C:1]1([S:7](Cl)(=[O:9])=[O:8])[CH:6]=[CH:5][CH:4]=[CH:3][CH:2]=1.[CH2:11]([NH2:18])[C:12]1[CH:17]=[CH:16][CH:15]=[CH:14][CH:13]=1.CCN(CC)CC. The catalyst is CC#N. The product is [CH2:11]([NH:18][S:7]([C:1]1[CH:6]=[CH:5][CH:4]=[CH:3][CH:2]=1)(=[O:9])=[O:8])[C:12]1[CH:17]=[CH:16][CH:15]=[CH:14][CH:13]=1. The yield is 0.810. (6) The reactants are [Br:1][C:2]1[CH:7]=[CH:6][C:5]([CH:8]([CH2:12][CH:13]2[CH2:17][CH2:16][CH2:15][CH2:14]2)[C:9]([OH:11])=O)=[CH:4][CH:3]=1.C(Cl)(=O)C(Cl)=O.[NH2:24][C:25]1[S:26][CH:27]=[CH:28][N:29]=1.C(N(CC)C(C)C)(C)C. The catalyst is C(Cl)Cl.CN(C)C=O. The product is [Br:1][C:2]1[CH:3]=[CH:4][C:5]([CH:8]([CH2:12][CH:13]2[CH2:17][CH2:16][CH2:15][CH2:14]2)[C:9]([NH:24][C:25]2[S:26][CH:27]=[CH:28][N:29]=2)=[O:11])=[CH:6][CH:7]=1. The yield is 0.950. (7) The reactants are [O:1]1[CH2:3][CH:2]1[CH2:4][O:5][C:6]1[CH:7]=[C:8]([CH2:12][OH:13])[CH:9]=[CH:10][CH:11]=1.[CH3:14][C:15]1[CH:20]=[C:19]([CH3:21])[N:18]=[C:17]([N:22]2[CH2:27][CH2:26][CH:25]([NH2:28])[CH2:24][CH2:23]2)[N:16]=1. The catalyst is CC(O)C.CS(C)=O. The product is [CH3:14][C:15]1[CH:20]=[C:19]([CH3:21])[N:18]=[C:17]([N:22]2[CH2:23][CH2:24][CH:25]([NH:28][CH2:3][CH:2]([OH:1])[CH2:4][O:5][C:6]3[CH:11]=[CH:10][CH:9]=[C:8]([CH2:12][OH:13])[CH:7]=3)[CH2:26][CH2:27]2)[N:16]=1. The yield is 0.0900. (8) The reactants are [NH2:1][C:2]1[CH:7]=[C:6]([Cl:8])[CH:5]=[CH:4][C:3]=1[SH:9].[CH3:10][N:11]([CH3:16])[C:12](=[O:15])[CH:13]=[CH2:14].CC(O)=O. The catalyst is C(Cl)Cl. The product is [NH2:1][C:2]1[CH:7]=[C:6]([Cl:8])[CH:5]=[CH:4][C:3]=1[S:9][CH2:14][CH2:13][C:12]([N:11]([CH3:16])[CH3:10])=[O:15]. The yield is 0.540. (9) The reactants are Cl.[NH2:2][CH2:3][C:4]1[CH:11]=[CH:10][C:7]([C:8]#[N:9])=[CH:6][CH:5]=1.C(N(CC)CC)C.FC(F)(F)S(O[Si:25]([CH3:28])([CH3:27])[CH3:26])(=O)=O. The catalyst is C1(C)C=CC=CC=1. The product is [CH3:26][Si:25]([N:9]([CH2:8][C:7]1[CH:10]=[CH:11][C:4]([C:3]#[N:2])=[CH:5][CH:6]=1)[Si:25]([CH3:28])([CH3:27])[CH3:26])([CH3:28])[CH3:27]. The yield is 0.950.